Dataset: Forward reaction prediction with 1.9M reactions from USPTO patents (1976-2016). Task: Predict the product of the given reaction. (1) Given the reactants [S:1]1[CH:5]=[CH:4][N:3]=[C:2]1[C:6]1[NH:7][C:8]2[C:13]([CH:14]=1)=[CH:12][CH:11]=[CH:10][C:9]=2[NH2:15].[O:16]=[C:17]([C:23]1[S:24][CH:25]=[CH:26][CH:27]=1)[CH2:18][CH2:19][C:20](O)=[O:21].N1(O)C2C=CC=CC=2N=N1.Cl.CN(C)CCCN=C=NCC, predict the reaction product. The product is: [O:16]=[C:17]([C:23]1[S:24][CH:25]=[CH:26][CH:27]=1)[CH2:18][CH2:19][C:20]([NH:15][C:9]1[CH:10]=[CH:11][CH:12]=[C:13]2[C:8]=1[NH:7][C:6]([C:2]1[S:1][CH:5]=[CH:4][N:3]=1)=[CH:14]2)=[O:21]. (2) Given the reactants Cl[C:2]1[C:3]2[O:10][C:9]([C:11]([NH2:13])=[O:12])=[CH:8][C:4]=2[N:5]=[CH:6][N:7]=1.[NH:14]1[CH2:19][CH2:18][CH:17]([CH2:20][CH2:21][NH:22][C:23](=[O:29])[O:24][C:25]([CH3:28])([CH3:27])[CH3:26])[CH2:16][CH2:15]1.CCN(C(C)C)C(C)C, predict the reaction product. The product is: [C:11]([C:9]1[O:10][C:3]2[C:2]([N:14]3[CH2:19][CH2:18][CH:17]([CH2:20][CH2:21][NH:22][C:23](=[O:29])[O:24][C:25]([CH3:27])([CH3:26])[CH3:28])[CH2:16][CH2:15]3)=[N:7][CH:6]=[N:5][C:4]=2[CH:8]=1)(=[O:12])[NH2:13]. (3) Given the reactants [C:1]([N:20]1[CH2:25][CH2:24][C:23]2[S:26][CH:27]=[CH:28][C:22]=2[CH2:21]1)([C:14]1[CH:19]=[CH:18][CH:17]=[CH:16][CH:15]=1)([C:8]1[CH:13]=[CH:12][CH:11]=[CH:10][CH:9]=1)[C:2]1[CH:7]=[CH:6][CH:5]=[CH:4][CH:3]=1.C([Li])CCC.B(OCCCC)(OCCCC)[O:35]CCCC.OO, predict the reaction product. The product is: [C:1]([N:20]1[CH2:25][CH2:24][CH:23]2[S:26](=[O:35])[CH2:27][CH:28]=[C:22]2[CH2:21]1)([C:14]1[CH:19]=[CH:18][CH:17]=[CH:16][CH:15]=1)([C:2]1[CH:7]=[CH:6][CH:5]=[CH:4][CH:3]=1)[C:8]1[CH:9]=[CH:10][CH:11]=[CH:12][CH:13]=1. (4) Given the reactants [Li+].C[Si]([N-][Si](C)(C)C)(C)C.[Br:11][C:12]1[CH:21]=[CH:20][CH:19]=[C:18]2[C:13]=1[N:14]=[C:15](Cl)[C:16]([CH3:22])=[N:17]2.[NH2:24][C:25]1[CH:30]=[CH:29][CH:28]=[CH:27][CH:26]=1, predict the reaction product. The product is: [Br:11][C:12]1[CH:21]=[CH:20][CH:19]=[C:18]2[C:13]=1[N:14]=[C:15]([NH:24][C:25]1[CH:30]=[CH:29][CH:28]=[CH:27][CH:26]=1)[C:16]([CH3:22])=[N:17]2. (5) The product is: [NH2:35][C:31]1([C:28]2[CH:29]=[CH:30][C:25]([C:17]3[O:16][C:7]4[C:8]([C:10]5[CH:11]=[N:12][N:13]([CH3:15])[CH:14]=5)=[CH:9][N:4]([CH2:3][CH2:2][F:1])[C:5](=[O:43])[C:6]=4[C:18]=3[C:19]3[CH:20]=[CH:21][CH:22]=[CH:23][CH:24]=3)=[CH:26][CH:27]=2)[CH2:32][CH2:33][CH2:34]1. Given the reactants [F:1][CH2:2][CH2:3][N:4]1[CH:9]=[C:8]([C:10]2[CH:11]=[N:12][N:13]([CH3:15])[CH:14]=2)[C:7]2[O:16][C:17]([C:25]3[CH:30]=[CH:29][C:28]([C:31]4([NH:35]C(=O)OC(C)(C)C)[CH2:34][CH2:33][CH2:32]4)=[CH:27][CH:26]=3)=[C:18]([C:19]3[CH:24]=[CH:23][CH:22]=[CH:21][CH:20]=3)[C:6]=2[C:5]1=[O:43], predict the reaction product.